From a dataset of Forward reaction prediction with 1.9M reactions from USPTO patents (1976-2016). Predict the product of the given reaction. (1) The product is: [CH3:30][O:29][C:17]1[CH:18]=[C:19]([N:22]2[CH2:23][CH2:24][N:25]([CH3:28])[CH2:26][CH2:27]2)[CH:20]=[CH:21][C:16]=1[NH:15][C:8]1[N:7]=[C:6]([O:5][C:4]2[CH:3]=[C:2]([NH:1][C:43](=[O:46])[CH:44]=[CH2:45])[CH:33]=[CH:32][CH:31]=2)[N:11]2[N:12]=[CH:13][CH:14]=[C:10]2[N:9]=1. Given the reactants [NH2:1][C:2]1[CH:3]=[C:4]([CH:31]=[CH:32][CH:33]=1)[O:5][C:6]1[N:11]2[N:12]=[CH:13][CH:14]=[C:10]2[N:9]=[C:8]([NH:15][C:16]2[CH:21]=[CH:20][C:19]([N:22]3[CH2:27][CH2:26][N:25]([CH3:28])[CH2:24][CH2:23]3)=[CH:18][C:17]=2[O:29][CH3:30])[N:7]=1.CCN(C(C)C)C(C)C.[C:43](Cl)(=[O:46])[CH:44]=[CH2:45].C([O-])(O)=O.[Na+], predict the reaction product. (2) Given the reactants [F:1][C:2]1[C:7]([C:8]2[CH:9]=[C:10]([CH2:24][N:25]([CH3:33])[C:26](=[O:32])[O:27][C:28]([CH3:31])([CH3:30])[CH3:29])[S:11][C:12]=2[S:13]([C:16]2[CH:21]=[CH:20][CH:19]=[C:18]([CH:22]=[O:23])[CH:17]=2)(=[O:15])=[O:14])=[CH:6][CH:5]=[CH:4][N:3]=1.[BH4-].[Na+].C(O)C.Cl, predict the reaction product. The product is: [F:1][C:2]1[C:7]([C:8]2[CH:9]=[C:10]([CH2:24][N:25]([CH3:33])[C:26](=[O:32])[O:27][C:28]([CH3:29])([CH3:30])[CH3:31])[S:11][C:12]=2[S:13]([C:16]2[CH:21]=[CH:20][CH:19]=[C:18]([CH2:22][OH:23])[CH:17]=2)(=[O:14])=[O:15])=[CH:6][CH:5]=[CH:4][N:3]=1.